This data is from Forward reaction prediction with 1.9M reactions from USPTO patents (1976-2016). The task is: Predict the product of the given reaction. (1) Given the reactants [F:1][C:2]1[CH:7]=[CH:6][C:5](B(O)O)=[CH:4][CH:3]=1.[F-].[Cs+].Cl[C:14]1[CH:22]=[C:21]2[C:17]([C:18]([NH:31][C:32](=[O:36])[CH2:33][CH2:34][CH3:35])=[N:19][N:20]2[CH2:23][O:24][CH2:25][CH2:26][Si:27]([CH3:30])([CH3:29])[CH3:28])=[CH:16][CH:15]=1, predict the reaction product. The product is: [F:1][C:2]1[CH:7]=[CH:6][C:5]([C:14]2[CH:22]=[C:21]3[C:17]([C:18]([NH:31][C:32](=[O:36])[CH2:33][CH2:34][CH3:35])=[N:19][N:20]3[CH2:23][O:24][CH2:25][CH2:26][Si:27]([CH3:30])([CH3:28])[CH3:29])=[CH:16][CH:15]=2)=[CH:4][CH:3]=1. (2) Given the reactants [C:1]([C:9]1[CH:10]=[C:11]2[C:16](=[C:17]([O:19]CC3C=CC=CC=3)[CH:18]=1)[N:15]=[CH:14][NH:13][C:12]2=[O:27])(=[O:8])[C:2]1[CH:7]=[CH:6][CH:5]=[CH:4][CH:3]=1.B(Br)(Br)Br, predict the reaction product. The product is: [C:1]([C:9]1[CH:10]=[C:11]2[C:16](=[C:17]([OH:19])[CH:18]=1)[N:15]=[CH:14][NH:13][C:12]2=[O:27])(=[O:8])[C:2]1[CH:3]=[CH:4][CH:5]=[CH:6][CH:7]=1. (3) Given the reactants [C:1]([C:5]1[S:9][C:8]([C@H:10]2[CH2:15][C@@H:14]([C:16](=[O:23])[CH2:17][C:18](OCC)=[O:19])[CH2:13][CH2:12][N:11]2[C:24]([O:26][CH3:27])=[O:25])=[CH:7][CH:6]=1)([CH3:4])([CH3:3])[CH3:2].[OH-].[Na+].[NH2:30]O.Cl, predict the reaction product. The product is: [C:1]([C:5]1[S:9][C:8]([C@H:10]2[CH2:15][C@@H:14]([C:16]3[O:23][NH:30][C:18](=[O:19])[CH:17]=3)[CH2:13][CH2:12][N:11]2[C:24]([O:26][CH3:27])=[O:25])=[CH:7][CH:6]=1)([CH3:4])([CH3:3])[CH3:2].